The task is: Predict the product of the given reaction.. This data is from Forward reaction prediction with 1.9M reactions from USPTO patents (1976-2016). (1) Given the reactants C1(S([CH2:10][C:11]2[C:16](C(OC(C)(C)C)=O)=[C:16](O)[C:11]([C:10]3C=COC=3)=[CH:12][CH:12]=2)(=O)=O)C=CC=CC=1.[CH2:30]([N:32]([CH2:62][CH3:63])[CH2:33]/[CH:34]=[CH:35]\[C:36]1[CH:41]=[C:40]([F:42])[CH:39]=[CH:38][C:37]=1[S:43]([CH2:46][C:47]1[C:52]([C:53]([OH:55])=[O:54])=[C:51]([OH:56])[C:50]([C:57]2[CH:61]=[CH:60][O:59][CH:58]=2)=[CH:49][CH:48]=1)(=[O:45])=[O:44])[CH3:31], predict the reaction product. The product is: [CH2:62]([N:32]([CH2:30][CH3:31])[CH2:33]/[CH:34]=[CH:35]\[C:36]1[CH:41]=[C:40]([F:42])[CH:39]=[CH:38][C:37]=1[S:43]([CH2:46][C:47]1[C:52]([C:53]([O:55][C:11]([CH3:16])([CH3:12])[CH3:10])=[O:54])=[C:51]([OH:56])[C:50]([C:57]2[CH:61]=[CH:60][O:59][CH:58]=2)=[CH:49][CH:48]=1)(=[O:45])=[O:44])[CH3:63]. (2) Given the reactants [Cl:1][C:2]1[CH:3]=[CH:4][C:5]([C:24]#[C:25][Si](C)(C)C)=[C:6]([C:8]2[CH:13]=[CH:12][N:11]([CH:14]([CH3:22])[C:15]([O:17]C(C)(C)C)=[O:16])[C:10](=[O:23])[CH:9]=2)[CH:7]=1.C(O)(C(F)(F)F)=O, predict the reaction product. The product is: [Cl:1][C:2]1[CH:3]=[CH:4][C:5]([C:24]#[CH:25])=[C:6]([C:8]2[CH:13]=[CH:12][N:11]([CH:14]([CH3:22])[C:15]([OH:17])=[O:16])[C:10](=[O:23])[CH:9]=2)[CH:7]=1.